Dataset: Catalyst prediction with 721,799 reactions and 888 catalyst types from USPTO. Task: Predict which catalyst facilitates the given reaction. (1) Reactant: Cl[C:2]1[C:7]([NH2:8])=[C:6]([Cl:9])[N:5]=[C:4]([NH2:10])[N:3]=1.[CH2:11]([CH2:13][NH2:14])[OH:12]. Product: [NH2:10][C:4]1[N:3]=[C:2]([NH:14][CH2:13][CH2:11][OH:12])[C:7]([NH2:8])=[C:6]([Cl:9])[N:5]=1. The catalyst class is: 8. (2) Reactant: Cl[CH2:2][CH2:3][CH2:4][CH2:5][CH:6]([C:18]1[NH:22][N:21]=[C:20]([NH:23][C:24]2[CH:29]=[CH:28][C:27]([N:30]3[C:34]([CH3:35])=[N:33][CH:32]=[N:31]3)=[C:26]([F:36])[CH:25]=2)[N:19]=1)[C:7]1[CH:12]=[CH:11][C:10]([O:13][C:14]([F:17])([F:16])[F:15])=[CH:9][CH:8]=1.[I-].[Na+]. Product: [F:36][C:26]1[CH:25]=[C:24]([NH:23][C:20]2[N:19]=[C:18]3[CH:6]([C:7]4[CH:12]=[CH:11][C:10]([O:13][C:14]([F:17])([F:16])[F:15])=[CH:9][CH:8]=4)[CH2:5][CH2:4][CH2:3][CH2:2][N:22]3[N:21]=2)[CH:29]=[CH:28][C:27]=1[N:30]1[C:34]([CH3:35])=[N:33][CH:32]=[N:31]1. The catalyst class is: 21. (3) Reactant: [CH3:1][C:2]1[C:7]([N:8]2[C:12]3[CH:13]=[CH:14][C:15]([O:17][C:18]([F:21])([F:20])[F:19])=[CH:16][C:11]=3[N:10]=[C:9]2[C@H:22]2[CH2:26][CH2:25][CH2:24][O:23]2)=[CH:6][CH:5]=[CH:4][C:3]=1[CH2:27][OH:28].CC(OI1(OC(C)=O)(OC(C)=O)OC(=O)C2C=CC=CC1=2)=O.S([O-])([O-])(=O)=S.[Na+].[Na+].C(=O)([O-])O.[Na+]. Product: [CH3:1][C:2]1[C:7]([N:8]2[C:12]3[CH:13]=[CH:14][C:15]([O:17][C:18]([F:20])([F:21])[F:19])=[CH:16][C:11]=3[N:10]=[C:9]2[C@H:22]2[CH2:26][CH2:25][CH2:24][O:23]2)=[CH:6][CH:5]=[CH:4][C:3]=1[CH:27]=[O:28]. The catalyst class is: 10. (4) Reactant: [CH2:1]1[C:6]2([CH2:11][CH2:10][CH2:9][CH2:8][CH2:7]2)[CH2:5][CH2:4][N:3]([C:12]([NH:14][C@@H:15]([CH2:19][C:20]([F:23])([F:22])[CH3:21])[C:16](O)=[O:17])=[O:13])[CH2:2]1.ON1[C:29]2[N:30]=C[CH:32]=[CH:33][C:28]=2[N:27]=N1.CCN=C=NCCCN(C)C.Cl.C(N1CCOCC1)C. Product: [C:29]([C:28]1([NH:27][C:16]([C@@H:15]([NH:14][C:12]([N:3]2[CH2:2][CH2:1][C:6]3([CH2:11][CH2:10][CH2:9][CH2:8][CH2:7]3)[CH2:5][CH2:4]2)=[O:13])[CH2:19][C:20]([F:22])([F:23])[CH3:21])=[O:17])[CH2:32][CH2:33]1)#[N:30]. The catalyst class is: 118. (5) Reactant: O.[OH-].[Li+].[F:4][C:5]1[CH:6]=[C:7]([C:11]2[N:16]=[CH:15][C:14]([C:17]([NH:19][CH:20]3[CH2:25][CH2:24][CH2:23][C:22]([CH3:31])([C:26]([O:28]CC)=[O:27])[CH2:21]3)=[O:18])=[CH:13][CH:12]=2)[CH:8]=[CH:9][CH:10]=1. Product: [F:4][C:5]1[CH:6]=[C:7]([C:11]2[N:16]=[CH:15][C:14]([C:17]([NH:19][C@@H:20]3[CH2:25][CH2:24][CH2:23][C@:22]([CH3:31])([C:26]([OH:28])=[O:27])[CH2:21]3)=[O:18])=[CH:13][CH:12]=2)[CH:8]=[CH:9][CH:10]=1. The catalyst class is: 90. (6) Reactant: [CH3:1][C:2]1[CH:11]=[CH:10][C:5]([C:6]([O:8][CH3:9])=[O:7])=[CH:4][N:3]=1.C1C(=O)N([Br:19])C(=O)C1.C(OOC(=O)C1C=CC=CC=1)(=O)C1C=CC=CC=1. Product: [Br:19][CH2:1][C:2]1[CH:11]=[CH:10][C:5]([C:6]([O:8][CH3:9])=[O:7])=[CH:4][N:3]=1. The catalyst class is: 53.